From a dataset of Catalyst prediction with 721,799 reactions and 888 catalyst types from USPTO. Predict which catalyst facilitates the given reaction. (1) Product: [CH2:12]([O:11][C:7]1[C:6]([Cl:19])=[CH:5][C:4]([CH2:3][OH:2])=[CH:9][C:8]=1[Cl:10])[C:13]1[CH:14]=[CH:15][CH:16]=[CH:17][CH:18]=1. Reactant: C[O:2][C:3](=O)[C:4]1[CH:9]=[C:8]([Cl:10])[C:7]([O:11][CH2:12][C:13]2[CH:18]=[CH:17][CH:16]=[CH:15][CH:14]=2)=[C:6]([Cl:19])[CH:5]=1.[H-].[Al+3].[Li+].[H-].[H-].[H-]. The catalyst class is: 1. (2) Reactant: [CH:1]1([OH:7])[CH2:6][CH2:5][CH2:4][CH2:3][CH2:2]1.N1C=CC=CC=1.[C:14](Cl)(=[O:19])[O:15][CH:16]([Cl:18])[CH3:17].O. Product: [C:14](=[O:19])([O:7][CH:1]1[CH2:6][CH2:5][CH2:4][CH2:3][CH2:2]1)[O:15][CH:16]([Cl:18])[CH3:17]. The catalyst class is: 22. (3) Reactant: [N+:1]([C:4]1[CH:31]([CH3:32])[CH:8]2[CH2:9][C:10]([CH2:13][C:14]3[CH2:15][CH2:16][N:17]([C:20]4[CH:25]=[CH:24][C:23]([N:26]5[CH:30]=[CH:29][N:28]=[CH:27]5)=[CH:22][CH:21]=4)[CH2:18][CH:19]=3)([CH3:12])[O:11][C:7]2=[C:6]([CH3:33])[C:5]=1[CH3:34])([O-])=O.C(O)C.Cl.[OH-].[Na+]. Product: [NH2:1][C:4]1[CH:31]([CH3:32])[CH:8]2[CH2:9][C:10]([CH2:13][C:14]3[CH2:19][CH2:18][N:17]([C:20]4[CH:21]=[CH:22][C:23]([N:26]5[CH:30]=[CH:29][N:28]=[CH:27]5)=[CH:24][CH:25]=4)[CH2:16][CH:15]=3)([CH3:12])[O:11][C:7]2=[C:6]([CH3:33])[C:5]=1[CH3:34]. The catalyst class is: 6. (4) Reactant: [C:1]1([NH2:8])[C:2]([NH2:7])=[CH:3][CH:4]=[CH:5][CH:6]=1.[F:9][C:10]([F:18])([F:17])[C:11](=O)[C:12](OC)=[O:13]. Product: [F:9][C:10]([F:18])([F:17])[C:11]1[C:12]([OH:13])=[N:7][C:2]2[C:1]([N:8]=1)=[CH:6][CH:5]=[CH:4][CH:3]=2. The catalyst class is: 8. (5) Reactant: Cl.[C:2]([CH:4]1[CH2:9][CH2:8][NH:7][CH2:6][CH2:5]1)#[CH:3].C(Cl)CCl.C1C=CC2N(O)N=NC=2C=1.[C:24](O)(=[O:27])[CH2:25][OH:26]. Product: [C:2]([CH:4]1[CH2:9][CH2:8][N:7]([C:25](=[O:26])[CH2:24][OH:27])[CH2:6][CH2:5]1)#[CH:3]. The catalyst class is: 705. (6) Reactant: [C:1]([O:5][C:6]([NH:8][C@@H:9]([C:12]([O:14][CH3:15])=[O:13])[CH2:10]I)=[O:7])([CH3:4])([CH3:3])[CH3:2].C(=O)([O-])[O-].[Cs+].[Cs+].[CH3:22][C:23]1[CH:28]=[CH:27][CH:26]=[CH:25][C:24]=1[CH2:29][C:30](=[O:32])[CH3:31]. Product: [C:1]([O:5][C:6]([NH:8][C@H:9]([C:12]([O:14][CH3:15])=[O:13])[CH2:10][CH:29]([C:24]1[CH:25]=[CH:26][CH:27]=[CH:28][C:23]=1[CH3:22])[C:30](=[O:32])[CH3:31])=[O:7])([CH3:4])([CH3:3])[CH3:2]. The catalyst class is: 3. (7) Reactant: [S:1]([NH:11][C@H:12]([C:29]1[CH:34]=[CH:33][CH:32]=[C:31]([O:35][CH2:36][C:37]2[CH:42]=[CH:41][CH:40]=[CH:39][CH:38]=2)[CH:30]=1)[C@@H:13]([C:15]1[CH:20]=[CH:19][CH:18]=[C:17]([O:21][CH2:22][C:23]2[CH:28]=[CH:27][CH:26]=[CH:25][CH:24]=2)[CH:16]=1)[NH2:14])([C:4]1[CH:10]=[CH:9][C:7]([CH3:8])=[CH:6][CH:5]=1)(=[O:3])=[O:2].C(N(CC)C(C)C)(C)C.[C:52](O[C:52]([O:54][C:55]([CH3:58])([CH3:57])[CH3:56])=[O:53])([O:54][C:55]([CH3:58])([CH3:57])[CH3:56])=[O:53]. Product: [C:52]([NH:14][C@H:13]([C:15]1[CH:20]=[CH:19][CH:18]=[C:17]([O:21][CH2:22][C:23]2[CH:28]=[CH:27][CH:26]=[CH:25][CH:24]=2)[CH:16]=1)[C@@H:12]([C:29]1[CH:34]=[CH:33][CH:32]=[C:31]([O:35][CH2:36][C:37]2[CH:42]=[CH:41][CH:40]=[CH:39][CH:38]=2)[CH:30]=1)[NH:11][S:1]([C:4]1[CH:10]=[CH:9][C:7]([CH3:8])=[CH:6][CH:5]=1)(=[O:2])=[O:3])([O:54][C:55]([CH3:58])([CH3:57])[CH3:56])=[O:53]. The catalyst class is: 2. (8) Reactant: [CH3:1][C:2]([CH3:15])([CH3:14])[CH2:3][NH:4][CH2:5][C:6]1[S:10][C:9](B(O)O)=[CH:8][CH:7]=1.Br[C:17]1[CH:18]=[C:19]2[C:23](=[C:24]([C:26]([NH2:28])=[O:27])[CH:25]=1)[NH:22][CH:21]=[C:20]2[CH:29]1[CH2:34][CH2:33][N:32]([S:35]([CH2:38][CH3:39])(=[O:37])=[O:36])[CH2:31][CH2:30]1.C(=O)([O-])[O-].[K+].[K+]. Product: [CH3:1][C:2]([CH3:15])([CH3:14])[CH2:3][NH:4][CH2:5][C:6]1[S:10][C:9]([C:17]2[CH:18]=[C:19]3[C:23](=[C:24]([C:26]([NH2:28])=[O:27])[CH:25]=2)[NH:22][CH:21]=[C:20]3[CH:29]2[CH2:30][CH2:31][N:32]([S:35]([CH2:38][CH3:39])(=[O:36])=[O:37])[CH2:33][CH2:34]2)=[CH:8][CH:7]=1. The catalyst class is: 73. (9) Product: [CH3:1][O:2][C:3](=[O:22])[CH:4]([O:20][CH3:21])[CH2:5][C:6]1[CH:11]=[CH:10][CH:9]=[C:8]([O:12][CH2:13][C:14]2[CH:19]=[CH:18][CH:17]=[CH:16][CH:15]=2)[CH:7]=1. Reactant: [CH3:1][O:2][C:3](=[O:22])[C:4]([O:20][CH3:21])=[CH:5][C:6]1[CH:11]=[CH:10][CH:9]=[C:8]([O:12][CH2:13][C:14]2[CH:19]=[CH:18][CH:17]=[CH:16][CH:15]=2)[CH:7]=1.[Mg]. The catalyst class is: 5. (10) Reactant: CCN(C(C)C)C(C)C.[CH2:10]([O:12][C:13]1[C:22]([O:23][CH3:24])=[CH:21][C:20]2[C:19]([C:25]3[CH:33]=[CH:32][C:28]([C:29](O)=[O:30])=[CH:27][CH:26]=3)=[N:18][C@@H:17]3[CH2:34][CH2:35][S:36][CH2:37][C@@H:16]3[C:15]=2[CH:14]=1)[CH3:11].Cl.[CH2:39]([N:46]1[C:51]2[CH:52]=[C:53]([C:55]3[CH:60]=[CH:59][CH:58]=[CH:57][CH:56]=3)[S:54][C:50]=2[C:49](=[O:61])[N:48]([CH:62]2[CH2:67][CH2:66][NH:65][CH2:64][CH2:63]2)[C:47]1=[O:68])[C:40]1[CH:45]=[CH:44][CH:43]=[CH:42][CH:41]=1.CN(C(ON1N=NC2C=CC=CC1=2)=[N+](C)C)C.F[P-](F)(F)(F)(F)F.C(=O)(O)[O-].[Na+]. Product: [CH2:39]([N:46]1[C:51]2[CH:52]=[C:53]([C:55]3[CH:60]=[CH:59][CH:58]=[CH:57][CH:56]=3)[S:54][C:50]=2[C:49](=[O:61])[N:48]([CH:62]2[CH2:67][CH2:66][N:65]([C:29]([C:28]3[CH:27]=[CH:26][C:25]([C:19]4[C:20]5[CH:21]=[C:22]([O:23][CH3:24])[C:13]([O:12][CH2:10][CH3:11])=[CH:14][C:15]=5[C@H:16]5[CH2:37][S:36][CH2:35][CH2:34][C@H:17]5[N:18]=4)=[CH:33][CH:32]=3)=[O:30])[CH2:64][CH2:63]2)[C:47]1=[O:68])[C:40]1[CH:41]=[CH:42][CH:43]=[CH:44][CH:45]=1. The catalyst class is: 2.